Task: Predict the reactants needed to synthesize the given product.. Dataset: Full USPTO retrosynthesis dataset with 1.9M reactions from patents (1976-2016) (1) Given the product [NH2:8][C@@:7]1([C:16]2[CH:21]=[CH:20][C:19]([F:22])=[CH:18][C:17]=2[F:23])[CH2:14][O:15][C@@H:4]([CH:1]2[CH2:3][CH2:2]2)[CH2:5][C@H:6]1[C@@H:10]([OH:9])[CH2:11][O:12][CH3:13], predict the reactants needed to synthesize it. The reactants are: [CH:1]1([C@@H:4]2[O:15][CH2:14][C@:7]3([C:16]4[CH:21]=[CH:20][C:19]([F:22])=[CH:18][C:17]=4[F:23])[NH:8][O:9][C@@H:10]([CH2:11][O:12][CH3:13])[C@@H:6]3[CH2:5]2)[CH2:3][CH2:2]1. (2) Given the product [Br:5][C:6]1[CH:7]=[C:8]([NH:9][C:17]2[N:22]=[C:21]([C:23]([F:26])([F:25])[F:24])[CH:20]=[CH:19][N:18]=2)[CH:10]=[C:11]([CH:13]([F:14])[F:15])[CH:12]=1, predict the reactants needed to synthesize it. The reactants are: C(O)(=O)C.[Br:5][C:6]1[CH:7]=[C:8]([CH:10]=[C:11]([CH:13]([F:15])[F:14])[CH:12]=1)[NH2:9].Cl[C:17]1[N:22]=[C:21]([C:23]([F:26])([F:25])[F:24])[CH:20]=[CH:19][N:18]=1. (3) The reactants are: [C:1]([C:5]1[N:10]=[C:9]([N:11]2[CH2:16][CH2:15][N:14]([CH2:17][CH2:18][CH2:19][Cl:20])[CH2:13][CH2:12]2)[CH:8]=[C:7]([CH:21]2[CH2:23][CH2:22]2)[N:6]=1)([CH3:4])([CH3:3])[CH3:2].[CH3:24][N:25]1[C:29]([C:30]([F:33])([F:32])[F:31])=[N:28][N:27]=[C:26]1[SH:34].[OH-].[Li+].[I-].[Na+]. Given the product [ClH:20].[C:1]([C:5]1[N:10]=[C:9]([N:11]2[CH2:16][CH2:15][N:14]([CH2:17][CH2:18][CH2:19][S:34][C:26]3[N:25]([CH3:24])[C:29]([C:30]([F:32])([F:31])[F:33])=[N:28][N:27]=3)[CH2:13][CH2:12]2)[CH:8]=[C:7]([CH:21]2[CH2:23][CH2:22]2)[N:6]=1)([CH3:4])([CH3:3])[CH3:2].[ClH:20], predict the reactants needed to synthesize it. (4) Given the product [CH3:29][O:28][C:24](=[O:27])[CH2:25][CH2:26][N:7]1[C:6]2[CH:15]=[C:2]([Cl:1])[C:3]([CH3:17])=[C:4]([Cl:16])[C:5]=2[O:10][CH:9]([CH:11]([CH3:12])[CH3:13])[C:8]1=[O:14], predict the reactants needed to synthesize it. The reactants are: [Cl:1][C:2]1[C:3]([CH3:17])=[C:4]([Cl:16])[C:5]2[O:10][CH:9]([CH:11]([CH3:13])[CH3:12])[C:8](=[O:14])[NH:7][C:6]=2[CH:15]=1.C(=O)([O-])[O-].[K+].[K+].[C:24]([O:28][CH3:29])(=[O:27])[CH:25]=[CH2:26].C(O)(=O)CC(CC(O)=O)(C(O)=O)O. (5) Given the product [CH2:1]([O:3][C:4]1[CH:13]=[C:12]2[C:7]([C:8]([NH:14][C:15]3[CH:20]=[CH:19][CH:18]=[C:17]([C:21]#[CH:22])[CH:16]=3)=[N:9][CH:10]=[N:11]2)=[CH:6][C:5]=1[NH2:23])[CH3:2], predict the reactants needed to synthesize it. The reactants are: [CH2:1]([O:3][C:4]1[CH:13]=[C:12]2[C:7]([C:8]([NH:14][C:15]3[CH:20]=[CH:19][CH:18]=[C:17]([C:21]#[CH:22])[CH:16]=3)=[N:9][CH:10]=[N:11]2)=[CH:6][C:5]=1[N+:23]([O-])=O)[CH3:2]. (6) Given the product [CH3:24][O:23][C:21](=[O:22])[C:20]([NH:1][C:2]1[CH:3]=[C:4]([CH3:18])[C:5]([N:8]2[CH2:13][CH2:12][CH:11]([C:14]([O:16][CH3:17])=[O:15])[CH2:10][CH2:9]2)=[N:6][CH:7]=1)=[O:25], predict the reactants needed to synthesize it. The reactants are: [NH2:1][C:2]1[CH:3]=[C:4]([CH3:18])[C:5]([N:8]2[CH2:13][CH2:12][CH:11]([C:14]([O:16][CH3:17])=[O:15])[CH2:10][CH2:9]2)=[N:6][CH:7]=1.Cl[C:20](=[O:25])[C:21]([O:23][CH3:24])=[O:22].N1C=CC=CC=1. (7) Given the product [F:1][C:2]1[CH:3]=[C:4]([C:9]([C:11]2[CH:16]=[C:15]([F:17])[CH:14]=[C:13]([F:18])[CH:12]=2)=[O:10])[CH:5]=[C:6]([F:8])[CH:7]=1, predict the reactants needed to synthesize it. The reactants are: [F:1][C:2]1[CH:3]=[C:4]([CH:9]([C:11]2[CH:16]=[C:15]([F:17])[CH:14]=[C:13]([F:18])[CH:12]=2)[OH:10])[CH:5]=[C:6]([F:8])[CH:7]=1. (8) Given the product [Cl:8][C:7]1[C:6]([N:10]2[CH2:11][CH2:12][CH:13]([C:16]3[C:21]([C:22]([F:25])([F:23])[F:24])=[CH:20][CH:19]=[CH:18][N:17]=3)[CH2:14][CH2:15]2)=[CH:5][N:4]=[N:3][C:2]=1[NH:32][NH2:33], predict the reactants needed to synthesize it. The reactants are: Cl[C:2]1[N:3]=[N:4][CH:5]=[C:6](Cl)[C:7]=1[Cl:8].[NH:10]1[CH2:15][CH2:14][CH:13]([C:16]2[C:21]([C:22]([F:25])([F:24])[F:23])=[CH:20][CH:19]=[CH:18][N:17]=2)[CH2:12][CH2:11]1.C(=O)([O-])[O-].[K+].[K+].[NH2:32][NH2:33].